The task is: Predict the product of the given reaction.. This data is from Forward reaction prediction with 1.9M reactions from USPTO patents (1976-2016). (1) Given the reactants [O:1]1[C:5]2([CH2:10][CH2:9][CH:8]([NH2:11])[CH2:7][CH2:6]2)[O:4][CH2:3][CH2:2]1.Cl[C:13]1[C:18]([N+:19]([O-:21])=[O:20])=[CH:17][N:16]=[C:15]2[CH:22]=[CH:23][S:24][C:14]=12.C(N(CC)CC)C, predict the reaction product. The product is: [O:1]1[C:5]2([CH2:10][CH2:9][CH:8]([NH:11][C:13]3[C:18]([N+:19]([O-:21])=[O:20])=[CH:17][N:16]=[C:15]4[CH:22]=[CH:23][S:24][C:14]=34)[CH2:7][CH2:6]2)[O:4][CH2:3][CH2:2]1. (2) Given the reactants [CH2:1]([C:5]1[CH:16]=[C:15]([SH:17])[CH:14]=[CH:13][C:6]=1[O:7][CH2:8][C:9]([O:11]C)=[O:10])[CH2:2][CH2:3][CH3:4].Br[CH2:19][C:20]1[CH:25]=[CH:24][C:23]([C:26]2[CH:31]=[CH:30][C:29]([C:32]([F:35])([F:34])[F:33])=[CH:28][CH:27]=2)=[CH:22][CH:21]=1.P(Br)(Br)Br.FC(F)(F)C1C=CC(C2C=CC(CO)=CC=2)=CC=1, predict the reaction product. The product is: [CH2:1]([C:5]1[CH:16]=[C:15]([S:17][CH2:19][C:20]2[CH:21]=[CH:22][C:23]([C:26]3[CH:31]=[CH:30][C:29]([C:32]([F:33])([F:34])[F:35])=[CH:28][CH:27]=3)=[CH:24][CH:25]=2)[CH:14]=[CH:13][C:6]=1[O:7][CH2:8][C:9]([OH:11])=[O:10])[CH2:2][CH2:3][CH3:4].